From a dataset of CYP2D6 inhibition data for predicting drug metabolism from PubChem BioAssay. Regression/Classification. Given a drug SMILES string, predict its absorption, distribution, metabolism, or excretion properties. Task type varies by dataset: regression for continuous measurements (e.g., permeability, clearance, half-life) or binary classification for categorical outcomes (e.g., BBB penetration, CYP inhibition). Dataset: cyp2d6_veith. (1) The drug is Cn1c(=O)c(CCc2ccccc2)nc2cnc(N3CCOCC3)nc21. The result is 0 (non-inhibitor). (2) The drug is CCOC(=O)CNc1c(-c2ccccc2)nc2ccc(Cl)cn12. The result is 1 (inhibitor). (3) The compound is O=C(CN1CCN(Cc2ccccc2)CC1)c1ccc(Br)cc1. The result is 1 (inhibitor). (4) The molecule is CS(=O)(=O)N1CCC2(CCN(C(=O)Nc3cccc(F)c3)CC2)CC1. The result is 0 (non-inhibitor). (5) The molecule is COc1cccc(Nc2ncc3nc(C)c(=O)n(Cc4cccs4)c3n2)c1. The result is 0 (non-inhibitor). (6) The drug is COc1ccccc1CN1CC2(CCN(C(=O)c3cc(C(F)(F)F)cc(C(F)(F)F)c3)CC2)C1. The result is 0 (non-inhibitor). (7) The compound is CCN(CC(=O)NCc1cccs1)S(=O)(=O)c1ccc(C(C)C)cc1. The result is 1 (inhibitor). (8) The compound is N=c1ccn2c(n1)O[C@@H]1[C@@H](O)[C@H](CO)O[C@H]12. The result is 0 (non-inhibitor). (9) The drug is COC(=O)[C@@]1(Cc2ccc(OC)cc2)[C@H]2c3cc(C(=O)N4CCCC4)n(CCc4ccccn4)c3C[C@H]2CN1C(=O)c1ccccc1. The result is 0 (non-inhibitor). (10) The drug is Cc1ccnc2nc(C(=O)OCC(=O)Nc3ccc4c(c3)OC(F)(F)O4)nn12. The result is 0 (non-inhibitor).